This data is from Catalyst prediction with 721,799 reactions and 888 catalyst types from USPTO. The task is: Predict which catalyst facilitates the given reaction. (1) Reactant: [CH3:1][N:2]1[CH:6]=[C:5]([C:7]2[CH:12]=[CH:11][N:10]=[CH:9][CH:8]=2)[C:4]([C:13]2[CH:18]=[CH:17][C:16]([OH:19])=[CH:15][CH:14]=2)=[N:3]1.[N:20]1[C:29]2[C:24](=[CH:25][CH:26]=[CH:27][CH:28]=2)[CH:23]=[CH:22][C:21]=1[CH:30](O)[CH3:31].C1(P(C2C=CC=CC=2)C2C=CC=CC=2)C=CC=CC=1.C(OC([N+](C(OC(C)(C)C)=O)=[N-])=O)(C)(C)C.[OH-].[Na+]. Product: [CH3:1][N:2]1[CH:6]=[C:5]([C:7]2[CH:8]=[CH:9][N:10]=[CH:11][CH:12]=2)[C:4]([C:13]2[CH:18]=[CH:17][C:16]([O:19][CH:30]([C:21]3[CH:22]=[CH:23][C:24]4[C:29](=[CH:28][CH:27]=[CH:26][CH:25]=4)[N:20]=3)[CH3:31])=[CH:15][CH:14]=2)=[N:3]1. The catalyst class is: 12. (2) Reactant: [CH2:1]([NH:8][C:9]1[C:10]2[N:11]([CH:29]=[CH:30][C:31]=2[C:32]2[CH:37]=[CH:36][CH:35]=[CH:34][CH:33]=2)[N:12]=[C:13]([C:15]2[CH:16]=[C:17]([S:21]([NH:24]C(C)(C)C)(=[O:23])=[O:22])[CH:18]=[N:19][CH:20]=2)[CH:14]=1)[C:2]1[CH:7]=[CH:6][CH:5]=[CH:4][CH:3]=1.OS(C(F)(F)F)(=O)=O. Product: [CH2:1]([NH:8][C:9]1[C:10]2[N:11]([CH:29]=[CH:30][C:31]=2[C:32]2[CH:37]=[CH:36][CH:35]=[CH:34][CH:33]=2)[N:12]=[C:13]([C:15]2[CH:16]=[C:17]([S:21]([NH2:24])(=[O:23])=[O:22])[CH:18]=[N:19][CH:20]=2)[CH:14]=1)[C:2]1[CH:3]=[CH:4][CH:5]=[CH:6][CH:7]=1. The catalyst class is: 10. (3) Reactant: [CH:1]1[C:11]2[CH2:10][NH:9][C:8]3[CH:12]=[CH:13][CH:14]=[CH:15][C:7]=3[NH:6][C:5]=2[CH:4]=[CH:3][CH:2]=1.C(N(CC)C(C)C)(C)C.[CH:25]1([C:31]2[CH:39]=[CH:38][C:34]([C:35](Cl)=[O:36])=[CH:33][CH:32]=2)[CH2:30][CH2:29][CH2:28][CH2:27][CH2:26]1. Product: [CH:25]1([C:31]2[CH:32]=[CH:33][C:34]([C:35]([N:9]3[CH2:10][C:11]4[CH:1]=[CH:2][CH:3]=[CH:4][C:5]=4[NH:6][C:7]4[CH:15]=[CH:14][CH:13]=[CH:12][C:8]3=4)=[O:36])=[CH:38][CH:39]=2)[CH2:26][CH2:27][CH2:28][CH2:29][CH2:30]1. The catalyst class is: 4. (4) Reactant: C([O:8][C:9]1[CH:10]=[C:11]([N:16]2[CH:20]=[CH:19][C:18]([CH3:21])=[N:17]2)[CH:12]=[CH:13][C:14]=1[F:15])C1C=CC=CC=1. Product: [F:15][C:14]1[CH:13]=[CH:12][C:11]([N:16]2[CH:20]=[CH:19][C:18]([CH3:21])=[N:17]2)=[CH:10][C:9]=1[OH:8]. The catalyst class is: 19. (5) Reactant: [CH2:1]([N:8]1[C:17]2[C:12](=[CH:13][CH:14]=[C:15]([OH:18])[CH:16]=2)[CH2:11][CH2:10][CH2:9]1)[C:2]1[CH:7]=[CH:6][CH:5]=[CH:4][CH:3]=1.C(N(CC)CC)C.[CH2:26]([N:32]=[C:33]=[O:34])[CH2:27][CH2:28][CH2:29][CH2:30][CH3:31]. Product: [CH2:26]([NH:32][C:33](=[O:34])[O:18][C:15]1[CH:16]=[C:17]2[C:12]([CH2:11][CH2:10][CH2:9][N:8]2[CH2:1][C:2]2[CH:3]=[CH:4][CH:5]=[CH:6][CH:7]=2)=[CH:13][CH:14]=1)[CH2:27][CH2:28][CH2:29][CH2:30][CH3:31]. The catalyst class is: 7.